This data is from Full USPTO retrosynthesis dataset with 1.9M reactions from patents (1976-2016). The task is: Predict the reactants needed to synthesize the given product. (1) Given the product [OH:12][CH2:11][C:9]1[N:10]=[C:5]2[CH:4]=[CH:3][C:2]([O:13][C:14]3[CH:15]=[C:16]([NH:20][C:21]([C:23]4[N:27]([CH3:28])[N:26]=[C:25]([CH3:29])[CH:24]=4)=[O:22])[CH:17]=[CH:18][CH:19]=3)=[N:7][N:6]2[CH:8]=1, predict the reactants needed to synthesize it. The reactants are: I[C:2]1[CH:3]=[CH:4][C:5]2[N:6]([CH:8]=[C:9]([CH2:11][OH:12])[N:10]=2)[N:7]=1.[OH:13][C:14]1[CH:15]=[C:16]([NH:20][C:21]([C:23]2[N:27]([CH3:28])[N:26]=[C:25]([CH3:29])[CH:24]=2)=[O:22])[CH:17]=[CH:18][CH:19]=1.C(=O)([O-])[O-].[K+].[K+].O. (2) Given the product [Cl:81][C:79]1[CH:78]=[CH:77][C:76]([CH3:82])=[C:75]([N:13]2[CH2:12][CH:11]3[CH2:7][N:8]([C:15]([O:17][C:18]([CH3:21])([CH3:20])[CH3:19])=[O:16])[CH2:9][CH:10]3[CH2:14]2)[CH:80]=1, predict the reactants needed to synthesize it. The reactants are: C(O)(=O)C(O)=O.[CH2:7]1[CH:11]2[CH2:12][NH:13][CH2:14][CH:10]2[CH2:9][N:8]1[C:15]([O:17][C:18]([CH3:21])([CH3:20])[CH3:19])=[O:16].C1C=CC(P(C2C(C3C(P(C4C=CC=CC=4)C4C=CC=CC=4)=CC=C4C=3C=CC=C4)=C3C(C=CC=C3)=CC=2)C2C=CC=CC=2)=CC=1.CC(C)([O-])C.[Na+].Br[C:75]1[CH:80]=[C:79]([Cl:81])[CH:78]=[CH:77][C:76]=1[CH3:82]. (3) Given the product [CH:2]([C:1]1[O:9][C:8]([C@H:10]2[CH2:15][NH:14][C@@H:13]([C:16]([O:18][CH2:19][CH3:20])=[O:17])[CH2:12][CH2:11]2)=[N:7][N:6]=1)([CH3:4])[CH3:3], predict the reactants needed to synthesize it. The reactants are: [C:1]([NH:6][NH:7][C:8]([C@H:10]1[CH2:15][NH:14][C@@H:13]([C:16]([O:18][CH2:19][CH3:20])=[O:17])[CH2:12][CH2:11]1)=[O:9])(=O)[CH:2]([CH3:4])[CH3:3].O=P(Cl)(Cl)Cl.C([O-])(O)=O.[Na+]. (4) Given the product [CH3:1][C@@:2]1([OH:26])[C@H:6]([OH:7])[C@@H:5]([CH2:8][OH:9])[O:4][C@H:3]1[N:10]1[C:14]2[N:15]=[CH:16][N:17]=[C:18]([NH2:19])[C:13]=2[C:12]([C:20]#[CH:21])=[CH:11]1, predict the reactants needed to synthesize it. The reactants are: [CH3:1][C@@:2]1([OH:26])[C@H:6]([OH:7])[C@@H:5]([CH2:8][OH:9])[O:4][C@H:3]1[N:10]1[C:14]2[N:15]=[CH:16][N:17]=[C:18]([NH2:19])[C:13]=2[C:12]([C:20]#[C:21][Si](C)(C)C)=[CH:11]1.[NH4+].[OH-]. (5) Given the product [CH:27]1(/[CH:26]=[C:25](\[C:32]2[CH:37]=[CH:36][C:35]([S:38]([CH:41]3[CH2:43][CH2:42]3)(=[O:40])=[O:39])=[CH:34][CH:33]=2)/[C:24]([NH:23][C:20]2[S:21][CH:22]=[C:18]([CH:12]([CH2:11][OH:10])[CH2:13][OH:14])[N:19]=2)=[O:44])[CH2:28][CH2:29][CH2:30][CH2:31]1, predict the reactants needed to synthesize it. The reactants are: C(=O)([O-])[O-].[K+].[K+].C([O:10][CH2:11][CH:12]([C:18]1[N:19]=[C:20]([NH:23][C:24](=[O:44])/[C:25](/[C:32]2[CH:37]=[CH:36][C:35]([S:38]([CH:41]3[CH2:43][CH2:42]3)(=[O:40])=[O:39])=[CH:34][CH:33]=2)=[CH:26]/[CH:27]2[CH2:31][CH2:30][CH2:29][CH2:28]2)[S:21][CH:22]=1)[CH2:13][O:14]C(=O)C)(=O)C. (6) The reactants are: [Cl:1][C:2]1[CH:7]=[C:6]([Cl:8])[CH:5]=[CH:4][C:3]=1[C:9](=[O:18])[CH2:10][C:11]1[CH:16]=[CH:15][C:14]([F:17])=[CH:13][CH:12]=1.CO[CH:21](OC)[N:22]([CH3:24])[CH3:23]. Given the product [Cl:1][C:2]1[CH:7]=[C:6]([Cl:8])[CH:5]=[CH:4][C:3]=1[C:9](=[O:18])[C:10]([C:11]1[CH:16]=[CH:15][C:14]([F:17])=[CH:13][CH:12]=1)=[CH:21][N:22]([CH3:24])[CH3:23], predict the reactants needed to synthesize it. (7) Given the product [C:16]1([S:13]([CH2:12][C:6]2[CH:7]=[C:2]([Br:1])[CH:3]=[CH:4][C:5]=2[N+:8]([O-:10])=[O:9])(=[O:15])=[O:14])[CH:21]=[CH:20][CH:19]=[CH:18][CH:17]=1, predict the reactants needed to synthesize it. The reactants are: [Br:1][C:2]1[CH:7]=[CH:6][C:5]([N+:8]([O-:10])=[O:9])=[CH:4][CH:3]=1.Cl[CH2:12][S:13]([C:16]1[CH:21]=[CH:20][CH:19]=[CH:18][CH:17]=1)(=[O:15])=[O:14].CC([O-])(C)C.[K+].C(O)(=O)C. (8) Given the product [CH3:29][N:26]1[CH:27]=[CH:28][C:23]([C:9]2[CH:10]=[CH:11][C:12]3[O:18][CH2:17][CH2:16][NH:15][C:14](=[O:19])[C:13]=3[CH:20]=2)=[CH:24][C:25]1=[O:30], predict the reactants needed to synthesize it. The reactants are: CC1(C)C(C)(C)OB([C:9]2[CH:10]=[CH:11][C:12]3[O:18][CH2:17][CH2:16][NH:15][C:14](=[O:19])[C:13]=3[CH:20]=2)O1.Br[C:23]1[CH:28]=[CH:27][N:26]([CH3:29])[C:25](=[O:30])[CH:24]=1.C(=O)([O-])[O-].[Cs+].[Cs+].CCOC(C)=O. (9) Given the product [NH2:18][CH2:17][CH2:16][NH:15][C:14](=[O:36])[CH2:13][CH2:12][C@H:11]([NH:37][C:38](=[O:62])[CH2:39][CH2:40][CH2:41][CH2:42][CH2:43][CH2:44][CH2:45][CH2:46][CH2:47][CH2:48][CH2:49][CH2:50][CH2:51][CH2:52][CH2:53][CH2:54][C:55]([O:57][C:58]([CH3:59])([CH3:60])[CH3:61])=[O:56])[C:9]([OH:10])=[O:8], predict the reactants needed to synthesize it. The reactants are: C([O:8][C:9]([C@@H:11]([NH:37][C:38](=[O:62])[CH2:39][CH2:40][CH2:41][CH2:42][CH2:43][CH2:44][CH2:45][CH2:46][CH2:47][CH2:48][CH2:49][CH2:50][CH2:51][CH2:52][CH2:53][CH2:54][C:55]([O:57][C:58]([CH3:61])([CH3:60])[CH3:59])=[O:56])[CH2:12][CH2:13][C:14](=[O:36])[NH:15][CH2:16][CH2:17][NH:18]C(=O)OCC1C2C=CC=CC=2C2C1=CC=CC=2)=[O:10])C1C=CC=CC=1.[H][H].